From a dataset of Reaction yield outcomes from USPTO patents with 853,638 reactions. Predict the reaction yield, written as a fraction of the theoretical maximum amount of product (1.0 means a 100% yield; for example, 0.34 means a 34% yield). (1) The catalyst is CCO.CCOC(C)=O. The product is [CH:1]([C@H:14]1[O:19][CH2:18][C@@H:17]([NH:20][CH2:21][C:22]2[CH:23]=[CH:24][C:25]([NH2:28])=[CH:26][CH:27]=2)[CH2:16][CH2:15]1)([C:2]1[CH:3]=[CH:4][CH:5]=[CH:6][CH:7]=1)[C:8]1[CH:9]=[CH:10][CH:11]=[CH:12][CH:13]=1. The yield is 0.600. The reactants are [CH:1]([C@H:14]1[O:19][CH2:18][C@@H:17]([NH:20][CH2:21][C:22]2[CH:27]=[CH:26][C:25]([N+:28]([O-])=O)=[CH:24][CH:23]=2)[CH2:16][CH2:15]1)([C:8]1[CH:13]=[CH:12][CH:11]=[CH:10][CH:9]=1)[C:2]1[CH:7]=[CH:6][CH:5]=[CH:4][CH:3]=1.Cl[Sn]Cl.CCOC(C)=O.CCN(CC)CC. (2) The reactants are [Cl:1][C:2]1[CH:7]=[CH:6][C:5]([NH:8][C:9](=[O:14])[C:10]([CH3:13])([CH3:12])[CH3:11])=[C:4]([CH:15]([OH:22])[C:16]2[CH:17]=[N:18][CH:19]=[CH:20][CH:21]=2)[CH:3]=1. The catalyst is N1C=CC=CC=1.CCOC(C)=O.O. The product is [Cl:1][C:2]1[CH:7]=[CH:6][C:5]([NH:8][C:9](=[O:14])[C:10]([CH3:13])([CH3:12])[CH3:11])=[C:4]([C:15]([C:16]2[CH:17]=[N:18][CH:19]=[CH:20][CH:21]=2)=[O:22])[CH:3]=1. The yield is 0.700. (3) The product is [Br:19][C:20]1[CH:27]=[C:26]([N:10]2[C:11]3[CH2:12][C:4]([CH3:18])([CH3:3])[CH2:5][C:6](=[O:17])[C:7]=3[C:8]([C:13]([F:16])([F:15])[F:14])=[N:9]2)[CH:25]=[CH:24][C:21]=1[C:22]#[N:23]. The reactants are [H-].[Na+].[CH3:3][C:4]1([CH3:18])[CH2:12][C:11]2[NH:10][N:9]=[C:8]([C:13]([F:16])([F:15])[F:14])[C:7]=2[C:6](=[O:17])[CH2:5]1.[Br:19][C:20]1[CH:27]=[C:26](F)[CH:25]=[CH:24][C:21]=1[C:22]#[N:23]. The yield is 0.630. The catalyst is CS(C)=O. (4) The reactants are [CH3:1][NH2:2].[CH2:3]=O.CO[C:7](=[O:21])[CH2:8][CH2:9][CH:10]([C:14]1[CH:19]=[CH:18][CH:17]=[C:16]([Cl:20])[CH:15]=1)[N+:11]([O-:13])=[O:12].[Na+].[Cl-]. The catalyst is O1CCOCC1.C(OCC)(=O)C. The product is [Cl:20][C:16]1[CH:15]=[C:14]([C:10]2([N+:11]([O-:13])=[O:12])[CH2:1][N:2]([CH3:3])[C:7](=[O:21])[CH2:8][CH2:9]2)[CH:19]=[CH:18][CH:17]=1. The yield is 0.760. (5) The reactants are [CH:1]1([N:6]2[CH2:12][C:11]3([CH2:14][CH2:13]3)[C:10](=[O:15])[N:9]([CH3:16])[C:8]3[CH:17]=[N:18][C:19]([NH:21][C:22]4[CH:30]=[CH:29][C:25]([C:26]([OH:28])=O)=[CH:24][C:23]=4[O:31][CH3:32])=[N:20][C:7]2=3)[CH2:5][CH2:4][CH2:3][CH2:2]1.CCN(C(C)C)C(C)C.CN(C(ON1N=NC2C=CC=CC1=2)=[N+](C)C)C.[B-](F)(F)(F)F.[CH2:64]([N:66]1[CH2:71][CH2:70][N:69]([CH:72]2[CH2:77][CH2:76][CH:75]([NH2:78])[CH2:74][CH2:73]2)[CH2:68][CH2:67]1)[CH3:65]. The catalyst is CN(C=O)C. The product is [CH:1]1([N:6]2[CH2:12][C:11]3([CH2:13][CH2:14]3)[C:10](=[O:15])[N:9]([CH3:16])[C:8]3[CH:17]=[N:18][C:19]([NH:21][C:22]4[CH:30]=[CH:29][C:25]([C:26]([NH:78][C@H:75]5[CH2:74][CH2:73][C@H:72]([N:69]6[CH2:68][CH2:67][N:66]([CH2:64][CH3:65])[CH2:71][CH2:70]6)[CH2:77][CH2:76]5)=[O:28])=[CH:24][C:23]=4[O:31][CH3:32])=[N:20][C:7]2=3)[CH2:5][CH2:4][CH2:3][CH2:2]1. The yield is 0.280. (6) The reactants are N[CH2:2][CH2:3][CH2:4][NH2:5].[CH:6]([N:9](CC)C(C)C)(C)C.C(O[C:18]([C:20]1[N:25]2[C:26]([C:29](=[O:34])C(Cl)(Cl)Cl)=[CH:27][N:28]=[C:24]2[CH:23]=[CH:22][CH:21]=1)=[O:19])C.[C:35](O[C:35]([O:37][C:38]([CH3:41])([CH3:40])[CH3:39])=[O:36])([O:37][C:38]([CH3:41])([CH3:40])[CH3:39])=[O:36]. The catalyst is C(#N)C. The product is [C:38]([O:37][C:35]([NH:5][CH2:4][CH2:3][CH2:2][CH2:6][N:9]1[C:18](=[O:19])[C:20]2[N:25]3[C:26](=[CH:27][N:28]=[C:24]3[CH:23]=[CH:22][CH:21]=2)[C:29]1=[O:34])=[O:36])([CH3:41])([CH3:40])[CH3:39]. The yield is 0.811. (7) The catalyst is C(Cl)Cl.O1CCOCC1. The reactants are [Br:1][C:2]1[CH:3]=[C:4]([CH2:9][NH:10][C:11](=[O:17])OC(C)(C)C)[CH:5]=[C:6]([F:8])[CH:7]=1.Cl.CCN(CC)CC.[CH2:26]([N:28]1[C:32]2=[N:33][C:34]([CH2:57][CH3:58])=[C:35]([CH2:44][NH:45][C:46]([C:48]3[CH:49]=[C:50]([CH:54]=[CH:55][CH:56]=3)C(O)=O)=[O:47])[C:36]([NH:37][CH:38]3[CH2:43][CH2:42][O:41][CH2:40][CH2:39]3)=[C:31]2[CH:30]=[N:29]1)[CH3:27].CN(C(ON1N=NC2C=CC=CC1=2)=[N+](C)C)C.F[P-](F)(F)(F)(F)F. The yield is 0.780. The product is [Br:1][C:2]1[CH:3]=[C:4]([CH2:9][NH:10][C:11]([C:55]2[CH:54]=[CH:50][CH:49]=[C:48]([C:46]([NH:45][CH2:44][C:35]3[C:36]([NH:37][CH:38]4[CH2:39][CH2:40][O:41][CH2:42][CH2:43]4)=[C:31]4[CH:30]=[N:29][N:28]([CH2:26][CH3:27])[C:32]4=[N:33][C:34]=3[CH2:57][CH3:58])=[O:47])[CH:56]=2)=[O:17])[CH:5]=[C:6]([F:8])[CH:7]=1. (8) The reactants are [C:1]([O:5][C:6]([N:8]1[CH2:13][CH2:12][C:11]([O:17][CH2:18][CH2:19][O:20][CH3:21])([C:14]([OH:16])=O)[CH2:10][CH2:9]1)=[O:7])([CH3:4])([CH3:3])[CH3:2].N1C=CC=CC=1.C(Cl)(=O)C(Cl)=O.[CH3:34][N:35]([CH3:46])[C:36](=[O:45])[O:37][C:38]1[CH:43]=[CH:42][CH:41]=[C:40]([NH2:44])[CH:39]=1. The catalyst is ClC(Cl)C.ClCCl.CN(C=O)C. The product is [CH3:34][N:35]([CH3:46])[C:36]([O:37][C:38]1[CH:39]=[C:40]([NH:44][C:14]([C:11]2([O:17][CH2:18][CH2:19][O:20][CH3:21])[CH2:10][CH2:9][N:8]([C:6]([O:5][C:1]([CH3:2])([CH3:3])[CH3:4])=[O:7])[CH2:13][CH2:12]2)=[O:16])[CH:41]=[CH:42][CH:43]=1)=[O:45]. The yield is 0.880. (9) The reactants are [CH3:16][C:11]1([CH3:17])[C:12]([CH3:15])([CH3:14])[O:13][B:9]([B:9]2[O:13][C:12]([CH3:15])([CH3:14])[C:11]([CH3:17])([CH3:16])[O:10]2)[O:10]1.C([O-])(=O)C.[K+].Br[C:25]1[CH:30]=[CH:29][C:28]([CH2:31][C:32]([O:34][CH3:35])=[O:33])=[CH:27][CH:26]=1. The catalyst is O1CCOCC1.[Cl-].[Na+].O.C1C=CC(P(C2C=CC=CC=2)[C-]2C=CC=C2)=CC=1.C1C=CC(P(C2C=CC=CC=2)[C-]2C=CC=C2)=CC=1.Cl[Pd]Cl.[Fe+2]. The product is [CH3:15][C:12]1([CH3:14])[C:11]([CH3:16])([CH3:17])[O:10][B:9]([C:25]2[CH:30]=[CH:29][C:28]([CH2:31][C:32]([O:34][CH3:35])=[O:33])=[CH:27][CH:26]=2)[O:13]1. The yield is 0.700. (10) The reactants are C([O:3][C:4]([C:6]1[N:10]=[C:9]([C:11]2[CH:16]=[CH:15][CH:14]=[C:13]([Cl:17])[CH:12]=2)[O:8][N:7]=1)=O)C.CC(C[AlH]CC(C)C)C. The catalyst is ClCCl. The yield is 0.250. The product is [Cl:17][C:13]1[CH:12]=[C:11]([C:9]2[O:8][N:7]=[C:6]([CH:4]=[O:3])[N:10]=2)[CH:16]=[CH:15][CH:14]=1.